The task is: Predict the reactants needed to synthesize the given product.. This data is from Full USPTO retrosynthesis dataset with 1.9M reactions from patents (1976-2016). (1) Given the product [Cl:16][C:17]1[CH:22]=[CH:21][C:20]2=[N:23][C:24]3[C:37]4[CH:36]=[CH:35][CH:34]=[CH:33][C:32]=4[N:31]([CH3:38])[C:30]4[C:25]=3[C:26]([CH:27]=[C:28]([O:6][S:3]([C:2]([F:15])([F:14])[F:1])(=[O:5])=[O:4])[CH:29]=4)=[C:19]2[CH:18]=1, predict the reactants needed to synthesize it. The reactants are: [F:1][C:2]([F:15])([F:14])[S:3]([O:6]S(C(F)(F)F)(=O)=O)(=[O:5])=[O:4].[Cl:16][C:17]1[CH:22]=[CH:21][C:20]2=[N:23][C:24]3[C:37]4[CH:36]=[CH:35][CH:34]=[CH:33][C:32]=4[N:31]([CH3:38])[C:30]4[C:25]=3[C:26]([CH:27]=[C:28](O)[CH:29]=4)=[C:19]2[CH:18]=1. (2) Given the product [CH3:1][C:2]1[CH:3]=[C:4]([O:13][CH2:14][CH2:15][CH2:16][CH2:17][N:33]2[CH2:32][CH2:31][N:30]([C:20]3[C:29]4[C:24](=[CH:25][CH:26]=[CH:27][CH:28]=4)[CH:23]=[CH:22][CH:21]=3)[CH2:35][CH2:34]2)[N:5]=[C:6]2[C:11]=1[CH2:10][CH2:9][C:8](=[O:12])[NH:7]2, predict the reactants needed to synthesize it. The reactants are: [CH3:1][C:2]1[C:11]2[CH2:10][CH2:9][C:8](=[O:12])[NH:7][C:6]=2[N:5]=[C:4]([O:13][CH2:14][CH2:15][CH2:16][CH:17]=O)[CH:3]=1.Cl.[C:20]1([N:30]2[CH2:35][CH2:34][NH:33][CH2:32][CH2:31]2)[C:29]2[C:24](=[CH:25][CH:26]=[CH:27][CH:28]=2)[CH:23]=[CH:22][CH:21]=1. (3) Given the product [N:39]1([CH2:40][CH2:41][NH:42][C:25]([C:23]2[CH:22]=[CH:21][C:20]3[N:16]([C:13]4[CH:12]=[CH:11][C:10]([O:9][CH2:8][C:7]5[CH:6]=[CH:5][C:4]([O:3][C:2]([F:31])([F:1])[F:30])=[CH:29][CH:28]=5)=[CH:15][CH:14]=4)[CH:17]=[N:18][C:19]=3[CH:24]=2)=[O:27])[CH2:37][CH2:48][O:47][CH2:46][CH2:43]1, predict the reactants needed to synthesize it. The reactants are: [F:1][C:2]([F:31])([F:30])[O:3][C:4]1[CH:29]=[CH:28][C:7]([CH2:8][O:9][C:10]2[CH:15]=[CH:14][C:13]([N:16]3[C:20]4[CH:21]=[CH:22][C:23]([C:25]([OH:27])=O)=[CH:24][C:19]=4[N:18]=[CH:17]3)=[CH:12][CH:11]=2)=[CH:6][CH:5]=1.C1N=CN([C:37]([N:39]2[CH:43]=[N:42][CH:41]=[CH:40]2)=O)C=1.C1[CH2:48][O:47][CH2:46]C1. (4) Given the product [CH:15]1([CH:11]([C:10]2[CH:13]=[CH:14][C:7]([S:4]([CH2:1][CH2:2][CH3:3])(=[O:6])=[O:5])=[CH:8][CH:9]=2)[OH:12])[CH2:17][CH2:16]1, predict the reactants needed to synthesize it. The reactants are: [CH2:1]([S:4]([C:7]1[CH:14]=[CH:13][C:10]([CH:11]=[O:12])=[CH:9][CH:8]=1)(=[O:6])=[O:5])[CH2:2][CH3:3].[CH:15]1([Mg]Br)[CH2:17][CH2:16]1. (5) Given the product [CH:5]1([S:15][C:12]2[CH:13]=[CH:14][C:9]([O:8][CH3:7])=[CH:10][CH:11]=2)[CH2:2][CH2:1]1, predict the reactants needed to synthesize it. The reactants are: [CH3:1][C:2]([CH3:5])([O-])C.[Na+].[CH3:7][O:8][C:9]1[CH:14]=[CH:13][C:12]([SH:15])=[CH:11][CH:10]=1.BrC1CC1. (6) Given the product [NH2:17][C:8]1[N:7]=[C:6]([O:5][CH2:1][CH2:2][CH2:3][CH3:4])[N:14]=[C:13]2[C:9]=1[N:10]=[C:11]([O:15][CH3:16])[N:12]2[CH2:25][CH2:26][CH2:27][N:28]1[C:36](=[O:37])[C:35]2[C:30](=[CH:31][CH:32]=[CH:33][CH:34]=2)[C:29]1=[O:38], predict the reactants needed to synthesize it. The reactants are: [CH2:1]([O:5][C:6]1[N:14]=[C:13]2[C:9]([N:10]=[C:11]([O:15][CH3:16])[NH:12]2)=[C:8]([NH2:17])[N:7]=1)[CH2:2][CH2:3][CH3:4].C(=O)([O-])[O-].[K+].[K+].Br[CH2:25][CH2:26][CH2:27][N:28]1[C:36](=[O:37])[C:35]2[C:30](=[CH:31][CH:32]=[CH:33][CH:34]=2)[C:29]1=[O:38]. (7) Given the product [ClH:24].[ClH:24].[CH3:1][O:2][CH2:3][CH2:4][N:5]1[CH2:9][C@@H:8]([C:10]2[CH:15]=[CH:14][CH:13]=[CH:12][CH:11]=2)[C@H:7]([NH2:16])[CH2:6]1, predict the reactants needed to synthesize it. The reactants are: [CH3:1][O:2][CH2:3][CH2:4][N:5]1[CH2:9][C@@H:8]([C:10]2[CH:15]=[CH:14][CH:13]=[CH:12][CH:11]=2)[C@H:7]([NH:16]C(=O)OC(C)(C)C)[CH2:6]1.[ClH:24].O1CCOCC1. (8) The reactants are: [NH2:1][C:2]1[CH:10]=[C:9]([O:11][CH3:12])[C:8]([O:13][CH3:14])=[CH:7][C:3]=1[C:4]([OH:6])=[O:5].Cl[C:16](Cl)([O:18]C(=O)OC(Cl)(Cl)Cl)Cl. Given the product [CH3:14][O:13][C:8]1[C:9]([O:11][CH3:12])=[CH:10][C:2]2[NH:1][C:16](=[O:18])[O:5][C:4](=[O:6])[C:3]=2[CH:7]=1, predict the reactants needed to synthesize it.